Dataset: Full USPTO retrosynthesis dataset with 1.9M reactions from patents (1976-2016). Task: Predict the reactants needed to synthesize the given product. (1) The reactants are: [N+:1]([C:4]1[CH:9]=[CH:8][CH:7]=[CH:6][C:5]=1[CH2:10][CH:11]=O)([O-:3])=[O:2].Cl.[CH3:14][O:15][C:16]([C@H:18]1[CH2:23][CH2:22][C@H:21]([CH2:24][NH2:25])[CH2:20][CH2:19]1)=[O:17].C(O[BH-](OC(=O)C)OC(=O)C)(=O)C.[Na+].Cl. Given the product [CH3:14][O:15][C:16]([C@H:18]1[CH2:23][CH2:22][C@H:21]([CH2:24][NH:25][CH2:11][CH2:10][C:5]2[CH:6]=[CH:7][CH:8]=[CH:9][C:4]=2[N+:1]([O-:3])=[O:2])[CH2:20][CH2:19]1)=[O:17], predict the reactants needed to synthesize it. (2) The reactants are: [Cl-].O[NH3+:3].[C:4](=[O:7])([O-])[OH:5].[Na+].CS(C)=O.[F:13][C:14]1[CH:15]=[C:16]([C:48]2[C:49]([C:54]#[N:55])=[CH:50][CH:51]=[CH:52][CH:53]=2)[CH:17]=[CH:18][C:19]=1[CH2:20][C:21]1[C:22](=[O:47])[N:23]([C@H:33]2[CH2:38][CH2:37][C@H:36]([O:39][CH:40]([C:42]3([OH:46])[CH2:45][CH2:44][CH2:43]3)[CH3:41])[CH2:35][CH2:34]2)[C:24]2[N:25]([N:30]=[CH:31][N:32]=2)[C:26]=1[CH2:27][CH2:28][CH3:29]. Given the product [F:13][C:14]1[CH:15]=[C:16]([C:48]2[CH:53]=[CH:52][CH:51]=[CH:50][C:49]=2[C:54]2[NH:3][C:4](=[O:7])[O:5][N:55]=2)[CH:17]=[CH:18][C:19]=1[CH2:20][C:21]1[C:22](=[O:47])[N:23]([C@H:33]2[CH2:38][CH2:37][C@H:36]([O:39][CH:40]([C:42]3([OH:46])[CH2:43][CH2:44][CH2:45]3)[CH3:41])[CH2:35][CH2:34]2)[C:24]2[N:25]([N:30]=[CH:31][N:32]=2)[C:26]=1[CH2:27][CH2:28][CH3:29], predict the reactants needed to synthesize it.